From a dataset of Peptide-MHC class II binding affinity with 134,281 pairs from IEDB. Regression. Given a peptide amino acid sequence and an MHC pseudo amino acid sequence, predict their binding affinity value. This is MHC class II binding data. (1) The peptide sequence is RGFKKEISNMLNIMN. The MHC is DRB1_0401 with pseudo-sequence DRB1_0401. The binding affinity (normalized) is 0.722. (2) The peptide sequence is KGDEQKLRSAGEVEI. The MHC is HLA-DPA10201-DPB10501 with pseudo-sequence HLA-DPA10201-DPB10501. The binding affinity (normalized) is 0. (3) The peptide sequence is INMLKRVRNRVSTGS. The MHC is DRB1_0802 with pseudo-sequence DRB1_0802. The binding affinity (normalized) is 0.739. (4) The peptide sequence is WELQIVDKIDAAFKI. The MHC is DRB1_0404 with pseudo-sequence DRB1_0404. The binding affinity (normalized) is 0.532. (5) The peptide sequence is SLETVAIDRPAEVRK. The MHC is DRB5_0101 with pseudo-sequence DRB5_0101. The binding affinity (normalized) is 0. (6) The peptide sequence is YPFIEQEGPEFFDQE. The MHC is DRB1_1101 with pseudo-sequence DRB1_1101. The binding affinity (normalized) is 0.124. (7) The peptide sequence is LRVNGTLGTDPYRPS. The MHC is DRB1_0101 with pseudo-sequence DRB1_0101. The binding affinity (normalized) is 0.244.